Dataset: Full USPTO retrosynthesis dataset with 1.9M reactions from patents (1976-2016). Task: Predict the reactants needed to synthesize the given product. (1) Given the product [CH2:43]([N:45]1[CH2:49][CH2:48][CH2:47][CH:46]1[CH2:50][NH:51][C:38]([C:10]1[N:11]=[C:12]([N:22]2[CH2:23][CH2:24][N:25]([C:28]3[C:33]([C:34]([F:37])([F:35])[F:36])=[CH:32][CH:31]=[CH:30][N:29]=3)[CH2:26][CH2:27]2)[NH:13][C:9]=1[C:6]1[CH:7]=[CH:8][C:3]([C:2]([F:41])([F:42])[F:1])=[CH:4][CH:5]=1)=[O:39])[CH3:44], predict the reactants needed to synthesize it. The reactants are: [F:1][C:2]([F:42])([F:41])[C:3]1[CH:8]=[CH:7][C:6]([C:9]2[N:13](COCC[Si](C)(C)C)[C:12]([N:22]3[CH2:27][CH2:26][N:25]([C:28]4[C:33]([C:34]([F:37])([F:36])[F:35])=[CH:32][CH:31]=[CH:30][N:29]=4)[CH2:24][CH2:23]3)=[N:11][C:10]=2[C:38](O)=[O:39])=[CH:5][CH:4]=1.[CH2:43]([N:45]1[CH2:49][CH2:48][CH2:47][CH:46]1[CH2:50][NH2:51])[CH3:44].F[P-](F)(F)(F)(F)F.N1(O[P+](N(C)C)(N(C)C)N(C)C)C2C=CC=CC=2N=N1.CCN(C(C)C)C(C)C. (2) Given the product [CH3:1][C:2]1[S:6][C:5]([C:7]2[CH:12]=[CH:11][N:10]=[N:9][CH:8]=2)=[N:4][C:3]=1[O:13][S:23]([C:26]([F:29])([F:28])[F:27])(=[O:25])=[O:24], predict the reactants needed to synthesize it. The reactants are: [CH3:1][C:2]1[S:6][C:5]([C:7]2[CH:12]=[CH:11][N:10]=[N:9][CH:8]=2)=[N:4][C:3]=1[OH:13].[H-].[Na+].C1C=CC(N([S:23]([C:26]([F:29])([F:28])[F:27])(=[O:25])=[O:24])[S:23]([C:26]([F:29])([F:28])[F:27])(=[O:25])=[O:24])=CC=1.O.